The task is: Predict the reaction yield, written as a fraction of the theoretical maximum amount of product (1.0 means a 100% yield; for example, 0.34 means a 34% yield).. This data is from Reaction yield outcomes from USPTO patents with 853,638 reactions. (1) The reactants are [Br:1][C:2]1[CH:3]=[C:4]([C:8]([O:10][CH3:11])=[O:9])[O:5][C:6]=1Br.[Cl-].[CH3:13][Zn+]. The catalyst is C1COCC1.Cl[Pd](Cl)([P](C1C=CC=CC=1)(C1C=CC=CC=1)C1C=CC=CC=1)[P](C1C=CC=CC=1)(C1C=CC=CC=1)C1C=CC=CC=1. The product is [Br:1][C:2]1[CH:3]=[C:4]([C:8]([O:10][CH3:11])=[O:9])[O:5][C:6]=1[CH3:13]. The yield is 0.510. (2) The reactants are [CH2:1]([N:8]1[CH:16]=[C:15]2[C:10]([CH:11]=[C:12]([C:17]3[CH:18]=[C:19]([C:27]4[CH:32]=[CH:31][C:30]([N:33]5[CH2:38][CH2:37][NH:36][CH2:35][CH2:34]5)=[CH:29][CH:28]=4)[N:20]4[C:25]=3[C:24]([NH2:26])=[N:23][CH:22]=[N:21]4)[CH:13]=[CH:14]2)=[N:9]1)[C:2]1[CH:7]=[CH:6][CH:5]=[CH:4][CH:3]=1.C=O.[C:41](O[BH-](OC(=O)C)OC(=O)C)(=O)C.[Na+]. The catalyst is ClCCl. The product is [CH2:1]([N:8]1[CH:16]=[C:15]2[C:10]([CH:11]=[C:12]([C:17]3[CH:18]=[C:19]([C:27]4[CH:32]=[CH:31][C:30]([N:33]5[CH2:38][CH2:37][N:36]([CH3:41])[CH2:35][CH2:34]5)=[CH:29][CH:28]=4)[N:20]4[C:25]=3[C:24]([NH2:26])=[N:23][CH:22]=[N:21]4)[CH:13]=[CH:14]2)=[N:9]1)[C:2]1[CH:7]=[CH:6][CH:5]=[CH:4][CH:3]=1. The yield is 0.580.